From a dataset of NCI-60 drug combinations with 297,098 pairs across 59 cell lines. Regression. Given two drug SMILES strings and cell line genomic features, predict the synergy score measuring deviation from expected non-interaction effect. (1) Drug 1: CC(C1=C(C=CC(=C1Cl)F)Cl)OC2=C(N=CC(=C2)C3=CN(N=C3)C4CCNCC4)N. Drug 2: CCCCCOC(=O)NC1=NC(=O)N(C=C1F)C2C(C(C(O2)C)O)O. Cell line: PC-3. Synergy scores: CSS=6.63, Synergy_ZIP=-1.20, Synergy_Bliss=1.58, Synergy_Loewe=-5.15, Synergy_HSA=1.12. (2) Drug 1: CC1C(C(CC(O1)OC2CC(CC3=C2C(=C4C(=C3O)C(=O)C5=C(C4=O)C(=CC=C5)OC)O)(C(=O)CO)O)N)O.Cl. Drug 2: CCCCC(=O)OCC(=O)C1(CC(C2=C(C1)C(=C3C(=C2O)C(=O)C4=C(C3=O)C=CC=C4OC)O)OC5CC(C(C(O5)C)O)NC(=O)C(F)(F)F)O. Cell line: SK-MEL-28. Synergy scores: CSS=58.8, Synergy_ZIP=-0.228, Synergy_Bliss=3.87, Synergy_Loewe=6.10, Synergy_HSA=7.82. (3) Drug 1: CC=C1C(=O)NC(C(=O)OC2CC(=O)NC(C(=O)NC(CSSCCC=C2)C(=O)N1)C(C)C)C(C)C. Synergy scores: CSS=53.3, Synergy_ZIP=-0.921, Synergy_Bliss=0.951, Synergy_Loewe=-24.2, Synergy_HSA=2.52. Cell line: SF-539. Drug 2: C(CC(=O)O)C(=O)CN.Cl. (4) Drug 1: CN1CCC(CC1)COC2=C(C=C3C(=C2)N=CN=C3NC4=C(C=C(C=C4)Br)F)OC. Drug 2: C1C(C(OC1N2C=NC3=C2NC=NCC3O)CO)O. Cell line: A549. Synergy scores: CSS=15.7, Synergy_ZIP=-3.18, Synergy_Bliss=2.56, Synergy_Loewe=3.82, Synergy_HSA=3.88. (5) Drug 1: CC(CN1CC(=O)NC(=O)C1)N2CC(=O)NC(=O)C2. Synergy scores: CSS=14.0, Synergy_ZIP=-14.1, Synergy_Bliss=-22.1, Synergy_Loewe=-28.3, Synergy_HSA=-20.7. Drug 2: C1=NC2=C(N1)C(=S)N=CN2. Cell line: TK-10. (6) Drug 1: CC1=CC2C(CCC3(C2CCC3(C(=O)C)OC(=O)C)C)C4(C1=CC(=O)CC4)C. Drug 2: C1=CC=C(C=C1)NC(=O)CCCCCCC(=O)NO. Cell line: RXF 393. Synergy scores: CSS=15.3, Synergy_ZIP=0.577, Synergy_Bliss=7.58, Synergy_Loewe=-0.591, Synergy_HSA=3.46.